This data is from Forward reaction prediction with 1.9M reactions from USPTO patents (1976-2016). The task is: Predict the product of the given reaction. (1) The product is: [CH3:20][C:12]1[C:11]([NH:10][C:9]2[C:8]([C:21]#[N:22])=[CH:7][N:6]=[C:5]3[S:23][C:2](/[CH:27]=[CH:26]/[CH2:25][N:37]4[CH2:42][CH2:41][O:40][CH2:39][CH2:38]4)=[CH:3][C:4]=23)=[CH:19][CH:18]=[C:17]2[C:13]=1[CH:14]=[CH:15][NH:16]2. Given the reactants I[C:2]1[S:23][C:5]2=[N:6][CH:7]=[C:8]([C:21]#[N:22])[C:9]([NH:10][C:11]3[C:12]([CH3:20])=[C:13]4[C:17](=[CH:18][CH:19]=3)[NH:16][CH:15]=[CH:14]4)=[C:4]2[CH:3]=1.Cl[CH2:25]/[CH:26]=[CH:27]/B(O)O.C(=O)([O-])[O-].[Cs+].[Cs+].[NH:37]1[CH2:42][CH2:41][O:40][CH2:39][CH2:38]1, predict the reaction product. (2) Given the reactants C(OC(=O)[C@@H](OC)CC1C=CC(OCC(O)=O)=CC=1)C.C(N)CCCCC.[CH2:28]([O:30][C@@H:31]([CH2:35][C:36]1[CH:41]=[CH:40][C:39]([O:42][C@@H:43]([C:45](=[O:62])[NH:46][CH2:47][CH2:48][C:49]2C=C[C:52](OC3C=CC=CC=3)=[CH:51][CH:50]=2)C)=[CH:38][CH:37]=1)[C:32]([OH:34])=[O:33])C, predict the reaction product. The product is: [CH2:47]([NH:46][C:45]([CH2:43][O:42][C:39]1[CH:40]=[CH:41][C:36]([CH2:35][C@H:31]([O:30][CH3:28])[C:32]([OH:34])=[O:33])=[CH:37][CH:38]=1)=[O:62])[CH2:48][CH2:49][CH2:50][CH2:51][CH3:52].